Task: Predict the reactants needed to synthesize the given product.. Dataset: Full USPTO retrosynthesis dataset with 1.9M reactions from patents (1976-2016) Given the product [CH2:15]([O:17][C:18](=[O:24])[CH2:19][CH2:20][CH2:21][CH2:22][O:8][C:5]1[CH:6]=[CH:7][C:2]([Br:1])=[CH:3][CH:4]=1)[CH3:16], predict the reactants needed to synthesize it. The reactants are: [Br:1][C:2]1[CH:7]=[CH:6][C:5]([OH:8])=[CH:4][CH:3]=1.C([O-])([O-])=O.[Cs+].[Cs+].[CH2:15]([O:17][C:18](=[O:24])[CH2:19][CH2:20][CH2:21][CH2:22]Br)[CH3:16].